From a dataset of Forward reaction prediction with 1.9M reactions from USPTO patents (1976-2016). Predict the product of the given reaction. (1) Given the reactants Br[C:2]1[CH:7]=[CH:6][C:5]([C:8]([N:10]2[CH2:15][CH2:14][N:13]([C:16]3[C:21]([CH3:22])=[CH:20][C:19]([CH3:23])=[CH:18][N:17]=3)[CH2:12][CH2:11]2)=[O:9])=[C:4]([CH3:24])[CH:3]=1.[O:25]1[CH2:29][CH2:28][NH:27][C:26]1=[O:30], predict the reaction product. The product is: [CH3:22][C:21]1[C:16]([N:13]2[CH2:14][CH2:15][N:10]([C:8]([C:5]3[CH:6]=[CH:7][C:2]([N:27]4[CH2:28][CH2:29][O:25][C:26]4=[O:30])=[CH:3][C:4]=3[CH3:24])=[O:9])[CH2:11][CH2:12]2)=[N:17][CH:18]=[C:19]([CH3:23])[CH:20]=1. (2) Given the reactants [N:1]1[CH:6]=[CH:5][C:4]([C:7]2[CH:22]=[C:10]3[N:11]=[CH:12][CH:13]=[C:14]([C:15]4[CH:16]=[C:17]([CH:19]=[CH:20][CH:21]=4)[NH2:18])[N:9]3[N:8]=2)=[CH:3][CH:2]=1.[F:23][CH:24]([F:34])[C:25]1[CH:26]=[C:27]([CH:31]=[CH:32][CH:33]=1)[C:28](Cl)=[O:29].C(N(CC)CC)C, predict the reaction product. The product is: [F:23][CH:24]([F:34])[C:25]1[CH:26]=[C:27]([CH:31]=[CH:32][CH:33]=1)[C:28]([NH:18][C:17]1[CH:19]=[CH:20][CH:21]=[C:15]([C:14]2[N:9]3[N:8]=[C:7]([C:4]4[CH:3]=[CH:2][N:1]=[CH:6][CH:5]=4)[CH:22]=[C:10]3[N:11]=[CH:12][CH:13]=2)[CH:16]=1)=[O:29]. (3) Given the reactants [Cl:1][C:2]1[CH:10]=[C:9]2[C:5](/[C:6](=[CH:20]/[C:21]3[CH:26]=[CH:25][CH:24]=[C:23]([Cl:27])[CH:22]=3)/[C:7](=[O:19])[N:8]2[CH2:11][O:12][CH2:13][CH2:14][Si](C)(C)C)=[CH:4][CH:3]=1.[CH2:28]=[C:29]([CH:32]=[N:33][C:34]([O:36][Si:37]([CH3:40])([CH3:39])[CH3:38])=[CH2:35])[CH2:30][CH3:31], predict the reaction product. The product is: [Cl:1][C:2]1[CH:10]=[C:9]2[NH:8][C:7](=[O:19])[C:6]3([CH:20]([C:21]4[CH:26]=[CH:25][CH:24]=[C:23]([Cl:27])[CH:22]=4)[CH2:35][C:34](=[O:36])[NH:33][CH:32]3[C:29](=[CH2:28])[CH2:30][CH3:31])[C:5]2=[CH:4][CH:3]=1.[CH3:11][O:12][CH:13]([Si:37]([CH3:38])([CH3:39])[CH3:40])[CH3:14]. (4) Given the reactants [CH3:1][C:2]1[CH:7]=[C:6]([CH3:8])[CH:5]=[CH:4][C:3]=1[C:9]1[C:18]2[O:17][CH:16]([CH3:19])[C:15](=O)[N:14]([CH:21]([CH2:25][CH2:26][CH3:27])[CH2:22][CH2:23][CH3:24])[C:13]=2[CH:12]=[CH:11][CH:10]=1.B.O1CCCC1.Cl.[OH-].[NH4+], predict the reaction product. The product is: [CH3:1][C:2]1[CH:7]=[C:6]([CH3:8])[CH:5]=[CH:4][C:3]=1[C:9]1[C:18]2[O:17][CH:16]([CH3:19])[CH2:15][N:14]([CH:21]([CH2:22][CH2:23][CH3:24])[CH2:25][CH2:26][CH3:27])[C:13]=2[CH:12]=[CH:11][CH:10]=1. (5) Given the reactants [Cl:1][C:2]1[CH:9]=[C:8]([OH:10])[CH:7]=[C:6]([Cl:11])[C:3]=1[CH:4]=[O:5].[C:12](=O)([O-])[O-].[K+].[K+].IC, predict the reaction product. The product is: [Cl:1][C:2]1[CH:9]=[C:8]([O:10][CH3:12])[CH:7]=[C:6]([Cl:11])[C:3]=1[CH:4]=[O:5]. (6) Given the reactants [O:1]=[C:2]1[CH2:6][CH2:5][N:4]([C:7]([O:9][CH2:10][C:11]2[CH:16]=[CH:15][CH:14]=[CH:13][CH:12]=2)=[O:8])[CH2:3]1.C[Si]([N-][Si](C)(C)C)(C)C.[Li+].C1C=CC(N([S:34]([C:37]([F:40])([F:39])[F:38])(=[O:36])=[O:35])[S:34]([C:37]([F:40])([F:39])[F:38])(=[O:36])=[O:35])=CC=1, predict the reaction product. The product is: [F:38][C:37]([F:40])([F:39])[S:34]([O:1][C:2]1[CH2:6][CH2:5][N:4]([C:7]([O:9][CH2:10][C:11]2[CH:16]=[CH:15][CH:14]=[CH:13][CH:12]=2)=[O:8])[CH:3]=1)(=[O:36])=[O:35]. (7) Given the reactants [CH3:1][C:2]1[CH:3]=[C:4]([NH2:7])[NH:5][N:6]=1.C([O:10][C:11](=O)[CH2:12][C:13](=O)[C:14]1[CH:19]=[CH:18][CH:17]=[CH:16][CH:15]=1)C, predict the reaction product. The product is: [CH3:1][C:2]1[CH:3]=[C:4]2[NH:7][C:13]([C:14]3[CH:19]=[CH:18][CH:17]=[CH:16][CH:15]=3)=[CH:12][C:11](=[O:10])[N:5]2[N:6]=1.